From a dataset of Full USPTO retrosynthesis dataset with 1.9M reactions from patents (1976-2016). Predict the reactants needed to synthesize the given product. (1) The reactants are: [C:1]([O:5][C:6]([NH:8][CH2:9][CH2:10][C:11]1[CH:25]=[CH:24][C:23]([Cl:26])=[CH:22][C:12]=1[CH2:13][NH:14][C:15](=[O:21])[C@@H:16]1[CH2:20][CH2:19][CH2:18][NH:17]1)=[O:7])([CH3:4])([CH3:3])[CH3:2].[OH2:27].ON1[C:33]2[CH:34]=[CH:35][CH:36]=[CH:37][C:32]=2N=N1.[CH2:38](Cl)[CH2:39]Cl.CCN(C(C)C)C(C)C.CN([CH:54]=[O:55])C. Given the product [OH:27][C@@:38]([C:32]1[CH:37]=[CH:36][CH:35]=[CH:34][CH:33]=1)([CH3:39])[C:54]([N:17]1[CH2:18][CH2:19][CH2:20][C@H:16]1[C:15]([NH:14][CH2:13][C:12]1[CH:22]=[C:23]([Cl:26])[CH:24]=[CH:25][C:11]=1[CH2:10][CH2:9][NH:8][C:6]([O:5][C:1]([CH3:4])([CH3:2])[CH3:3])=[O:7])=[O:21])=[O:55], predict the reactants needed to synthesize it. (2) Given the product [F:1][CH:2]([F:32])[C:3]1[CH:8]=[CH:7][C:6]([C:9]2[N:14]=[CH:13][N:12]=[C:11]([CH2:15][NH:16][C:17]([C@@H:19]3[C@@H:23]([F:39])[CH2:22][CH2:21][N:20]3[C:25]([O:27][C:28]([CH3:30])([CH3:31])[CH3:29])=[O:26])=[O:18])[CH:10]=2)=[CH:5][CH:4]=1, predict the reactants needed to synthesize it. The reactants are: [F:1][CH:2]([F:32])[C:3]1[CH:8]=[CH:7][C:6]([C:9]2[N:14]=[CH:13][N:12]=[C:11]([CH2:15][NH:16][C:17]([C@@H:19]3[C@H:23](O)[CH2:22][CH2:21][N:20]3[C:25]([O:27][C:28]([CH3:31])([CH3:30])[CH3:29])=[O:26])=[O:18])[CH:10]=2)=[CH:5][CH:4]=1.C(N(S(F)(F)[F:39])CC)C. (3) The reactants are: N1C2C(=CC=C3C=2N=CC=C3)C=CC=1.[SH:15][CH:16]1[CH2:21][CH2:20][N:19]([C:22]([O:24][C:25]([CH3:28])([CH3:27])[CH3:26])=[O:23])[CH2:18][CH2:17]1.[CH3:29][O:30][C:31]1[CH:58]=[CH:57][C:34]([CH2:35][N:36]2[C:40]3=[N:41][CH:42]=[CH:43][C:44]([O:45][C:46]4[CH:51]=[CH:50][C:49]([N+:52]([O-])=O)=[CH:48][C:47]=4[F:55])=[C:39]3[C:38](I)=[N:37]2)=[CH:33][CH:32]=1.[F-].[K+]. Given the product [CH3:29][O:30][C:31]1[CH:32]=[CH:33][C:34]([CH2:35][N:36]2[C:40]3=[N:41][CH:42]=[CH:43][C:44]([O:45][C:46]4[CH:51]=[CH:50][C:49]([NH2:52])=[CH:48][C:47]=4[F:55])=[C:39]3[C:38]([S:15][CH:16]3[CH2:17][CH2:18][N:19]([C:22]([O:24][C:25]([CH3:28])([CH3:27])[CH3:26])=[O:23])[CH2:20][CH2:21]3)=[N:37]2)=[CH:57][CH:58]=1, predict the reactants needed to synthesize it. (4) The reactants are: [I-].[CH2:2]([N+:6]1[C:10]([CH3:11])=[CH:9][S:8][C:7]=1[CH3:12])[CH2:3][CH2:4][CH3:5].[Cl:13][C:14]1[C:15]2[CH:25]=[CH:24][CH:23]=[CH:22][C:16]=2[S:17][C:18]=1[C:19](Cl)=[O:20]. Given the product [CH2:2]([N:6]1[C:10]([CH3:11])=[CH:9][S:8]/[C:7]/1=[CH:12]\[C:19]([C:18]1[S:17][C:16]2[CH:22]=[CH:23][CH:24]=[CH:25][C:15]=2[C:14]=1[Cl:13])=[O:20])[CH2:3][CH2:4][CH3:5], predict the reactants needed to synthesize it. (5) Given the product [CH:35]1[C:34]2[CH:33]([CH2:32][O:31][C:27]([NH:28][NH:29][C:13]([C:6]3[C:7]([Cl:24])=[N:8][C:9]4[C:4]([C:5]=3[C:16]3[CH:21]=[CH:20][CH:19]=[CH:18][CH:17]=3)=[CH:3][C:2]([Cl:1])=[CH:11][CH:10]=4)=[O:14])=[O:30])[C:45]3[C:40](=[CH:41][CH:42]=[CH:43][CH:44]=3)[C:39]=2[CH:38]=[CH:37][CH:36]=1, predict the reactants needed to synthesize it. The reactants are: [Cl:1][C:2]1[CH:3]=[C:4]2[C:9](=[CH:10][CH:11]=1)[NH:8][C:7](=O)[C:6]([C:13](O)=[O:14])=[C:5]2[C:16]1[CH:21]=[CH:20][CH:19]=[CH:18][CH:17]=1.P(Cl)(Cl)([Cl:24])=O.[C:27]([O:31][CH2:32][CH:33]1[C:45]2[CH:44]=[CH:43][CH:42]=[CH:41][C:40]=2[C:39]2[C:34]1=[CH:35][CH:36]=[CH:37][CH:38]=2)(=[O:30])[NH:28][NH2:29]. (6) The reactants are: ClC1C=C([C:9]2[N:13]3[C:14]4[N:22]=[C:21]([O:23][CH3:24])[CH:20]=[CH:19][C:15]=4[N:16]=[C:17]([CH3:18])[C:12]3=[C:11]([CH3:25])[N:10]=2)C=C(Cl)C=1.[Cl:26][C:27]1[CH:32]=[CH:31][C:30]([O:33][CH2:34][CH3:35])=[CH:29][C:28]=1B(O)O. Given the product [Cl:26][C:27]1[CH:32]=[CH:31][C:30]([O:33][CH2:34][CH3:35])=[CH:29][C:28]=1[C:9]1[N:13]2[C:14]3[N:22]=[C:21]([O:23][CH3:24])[CH:20]=[CH:19][C:15]=3[N:16]=[C:17]([CH3:18])[C:12]2=[C:11]([CH3:25])[N:10]=1, predict the reactants needed to synthesize it.